From a dataset of Forward reaction prediction with 1.9M reactions from USPTO patents (1976-2016). Predict the product of the given reaction. (1) Given the reactants [Cl:1][C:2]1[CH:3]=[C:4]([C:8]2[CH:9]=[CH:10][C:11]3[NH:17][C:16](=[O:18])[CH2:15][CH2:14][NH:13][C:12]=3[N:19]=2)[CH:5]=[CH:6][CH:7]=1.[CH3:20][C:21]([O-])(C)C.[K+].C(I)C, predict the reaction product. The product is: [Cl:1][C:2]1[CH:3]=[C:4]([C:8]2[CH:9]=[CH:10][C:11]3[N:17]([CH2:20][CH3:21])[C:16](=[O:18])[CH2:15][CH2:14][NH:13][C:12]=3[N:19]=2)[CH:5]=[CH:6][CH:7]=1. (2) The product is: [Cl:1][C:2]1[CH:7]=[CH:6][CH:5]=[C:4]([S:8]([CH3:11])(=[O:10])=[O:9])[C:3]=1[O:31][C:28]1[CH:29]=[C:30]2[C:25](=[CH:26][CH:27]=1)[N:24]=[CH:23][N:22]=[C:21]2[NH:13][C:14]1[CH:18]=[CH:17][N:16]([CH3:19])[N:15]=1. Given the reactants [Cl:1][C:2]1[CH:7]=[CH:6][CH:5]=[C:4]([S:8]([CH3:11])(=[O:10])=[O:9])[C:3]=1Cl.[NH2:13][C:14]1[CH:18]=[CH:17][N:16]([CH3:19])[N:15]=1.Cl[C:21]1[C:30]2[C:25](=[CH:26][CH:27]=[C:28]([OH:31])[CH:29]=2)[N:24]=[CH:23][N:22]=1, predict the reaction product.